Dataset: NCI-60 drug combinations with 297,098 pairs across 59 cell lines. Task: Regression. Given two drug SMILES strings and cell line genomic features, predict the synergy score measuring deviation from expected non-interaction effect. Drug 1: C1CCC(CC1)NC(=O)N(CCCl)N=O. Drug 2: COC1=NC(=NC2=C1N=CN2C3C(C(C(O3)CO)O)O)N. Cell line: OVCAR3. Synergy scores: CSS=0.747, Synergy_ZIP=0.916, Synergy_Bliss=7.26, Synergy_Loewe=-2.33, Synergy_HSA=2.10.